From a dataset of NCI-60 drug combinations with 297,098 pairs across 59 cell lines. Regression. Given two drug SMILES strings and cell line genomic features, predict the synergy score measuring deviation from expected non-interaction effect. (1) Drug 1: CCCS(=O)(=O)NC1=C(C(=C(C=C1)F)C(=O)C2=CNC3=C2C=C(C=N3)C4=CC=C(C=C4)Cl)F. Drug 2: C1CNP(=O)(OC1)N(CCCl)CCCl. Cell line: SF-295. Synergy scores: CSS=1.67, Synergy_ZIP=0.825, Synergy_Bliss=1.02, Synergy_Loewe=-1.93, Synergy_HSA=-0.554. (2) Drug 1: CC(C)(C#N)C1=CC(=CC(=C1)CN2C=NC=N2)C(C)(C)C#N. Drug 2: CC1C(C(CC(O1)OC2CC(CC3=C2C(=C4C(=C3O)C(=O)C5=CC=CC=C5C4=O)O)(C(=O)C)O)N)O. Cell line: NCI-H322M. Synergy scores: CSS=49.9, Synergy_ZIP=5.03, Synergy_Bliss=5.48, Synergy_Loewe=3.01, Synergy_HSA=4.71. (3) Drug 1: CCC(=C(C1=CC=CC=C1)C2=CC=C(C=C2)OCCN(C)C)C3=CC=CC=C3.C(C(=O)O)C(CC(=O)O)(C(=O)O)O. Drug 2: C(=O)(N)NO. Cell line: SK-MEL-28. Synergy scores: CSS=-1.23, Synergy_ZIP=0.239, Synergy_Bliss=3.22, Synergy_Loewe=0.903, Synergy_HSA=0.715. (4) Drug 1: C1CCC(C1)C(CC#N)N2C=C(C=N2)C3=C4C=CNC4=NC=N3. Drug 2: CNC(=O)C1=NC=CC(=C1)OC2=CC=C(C=C2)NC(=O)NC3=CC(=C(C=C3)Cl)C(F)(F)F. Cell line: IGROV1. Synergy scores: CSS=6.20, Synergy_ZIP=-9.23, Synergy_Bliss=-14.0, Synergy_Loewe=-22.1, Synergy_HSA=-14.3. (5) Drug 1: C1CN1C2=NC(=NC(=N2)N3CC3)N4CC4. Drug 2: C1CN(P(=O)(OC1)NCCCl)CCCl. Cell line: HOP-62. Synergy scores: CSS=47.7, Synergy_ZIP=0.386, Synergy_Bliss=-3.38, Synergy_Loewe=-43.0, Synergy_HSA=-2.85. (6) Drug 1: CC1C(C(CC(O1)OC2CC(CC3=C2C(=C4C(=C3O)C(=O)C5=C(C4=O)C(=CC=C5)OC)O)(C(=O)CO)O)N)O. Drug 2: CC1=C(C(=CC=C1)Cl)NC(=O)C2=CN=C(S2)NC3=CC(=NC(=N3)C)N4CCN(CC4)CCO. Cell line: HT29. Synergy scores: CSS=69.9, Synergy_ZIP=-0.413, Synergy_Bliss=-0.687, Synergy_Loewe=6.01, Synergy_HSA=9.73. (7) Drug 1: CC1=C2C(C(=O)C3(C(CC4C(C3C(C(C2(C)C)(CC1OC(=O)C(C(C5=CC=CC=C5)NC(=O)C6=CC=CC=C6)O)O)OC(=O)C7=CC=CC=C7)(CO4)OC(=O)C)O)C)OC(=O)C. Drug 2: C1=CC=C(C=C1)NC(=O)CCCCCCC(=O)NO. Cell line: UO-31. Synergy scores: CSS=10.8, Synergy_ZIP=-4.44, Synergy_Bliss=-2.65, Synergy_Loewe=-1.08, Synergy_HSA=-0.0632. (8) Drug 1: CS(=O)(=O)OCCCCOS(=O)(=O)C. Drug 2: CC(C)(C#N)C1=CC(=CC(=C1)CN2C=NC=N2)C(C)(C)C#N. Cell line: OVCAR-8. Synergy scores: CSS=5.06, Synergy_ZIP=1.73, Synergy_Bliss=5.63, Synergy_Loewe=3.18, Synergy_HSA=3.29.